Dataset: Experimentally validated miRNA-target interactions with 360,000+ pairs, plus equal number of negative samples. Task: Binary Classification. Given a miRNA mature sequence and a target amino acid sequence, predict their likelihood of interaction. (1) The miRNA is cel-miR-248 with sequence AUACACGUGCACGGAUAACGCUCA. The protein sequence of the target gene is MGLLPKPGARQGSGTSSVPARRCSRSVFNNIKVFVLCHGLLQLCQLLYSAYFKSSLTTIEKRFGLSSSSSGLISSLNEISNAILIIFVSYFGSRVNRPRMIGIGGLLLAAGAFVLTLPHFLSEPYQYASTTAGNSSHFQTDLCQKHLPGLLPSKCHSTVPDTQKETSSMWSLMVVAQLLAGVGTVPIQPFGISYVDDFAEPTNSPLYISILFAIAVFGPAFGYLLGSVMLRIFVDYGRVDTATVNLSPGDPRWIGAWWLGLLISSGFLIVTSLPFFFFPRAMSRGAERSVIAEETMKMEE.... Result: 0 (no interaction). (2) The miRNA is hsa-miR-6879-5p with sequence CAGGGCAGGGAAGGUGGGAGAG. The protein sequence of the target gene is MDSGAGGRRCPEAALLILGPPRMEHLRHSPGPGGQRLLLPSMLLALLLLLAPSPGHATRVVYKVPEEQPPNTLIGSLAADYGFPDVGHLYKLEVGAPYLRVDGKTGDIFTTETSIDREGLRECQNQLPGDPCILEFEVSITDLVQNGSPRLLEGQIEVQDINDNTPNFASPVITLAIPENTNIGSLFPIPLASDRDAGPNGVASYELQAGPEAQELFGLQVAEDQEEKQPQLIVMGNLDRERWDSYDLTIKVQDGGSPPRASSALLRVTVLDTNDNAPKFERPSYEAELSENSPIGHSVI.... Result: 0 (no interaction).